This data is from Reaction yield outcomes from USPTO patents with 853,638 reactions. The task is: Predict the reaction yield, written as a fraction of the theoretical maximum amount of product (1.0 means a 100% yield; for example, 0.34 means a 34% yield). The reactants are I[CH2:2][C@@H:3]([CH3:16])[CH2:4][N:5]1[C:10]2[CH:11]=[CH:12][CH:13]=[CH:14][C:9]=2[O:8][CH2:7][C:6]1=[O:15].[CH:17](=[C:21]1[CH2:26][CH2:25][NH:24][CH2:23][CH2:22]1)[CH2:18][CH2:19][CH3:20]. The catalyst is CC#N. The product is [CH:17](=[C:21]1[CH2:26][CH2:25][N:24]([CH2:2][C@@H:3]([CH3:16])[CH2:4][N:5]2[C:10]3[CH:11]=[CH:12][CH:13]=[CH:14][C:9]=3[O:8][CH2:7][C:6]2=[O:15])[CH2:23][CH2:22]1)[CH2:18][CH2:19][CH3:20]. The yield is 0.640.